From a dataset of Forward reaction prediction with 1.9M reactions from USPTO patents (1976-2016). Predict the product of the given reaction. (1) Given the reactants [Cl:1][C:2]1[CH:7]=[CH:6][C:5]([CH:8](O)[C:9]2[C:10]([C:17]([O:19][CH2:20][CH3:21])=[O:18])=[N:11][N:12]([CH:14]([CH3:16])[CH3:15])[CH:13]=2)=[CH:4][CH:3]=1.[NH2:23][C:24]1[CH:25]=[C:26]([CH3:32])[C:27](=[O:31])[N:28]([CH3:30])[CH:29]=1, predict the reaction product. The product is: [Cl:1][C:2]1[CH:7]=[CH:6][C:5]([CH:8]([NH:23][C:24]2[CH:25]=[C:26]([CH3:32])[C:27](=[O:31])[N:28]([CH3:30])[CH:29]=2)[C:9]2[C:10]([C:17]([O:19][CH2:20][CH3:21])=[O:18])=[N:11][N:12]([CH:14]([CH3:16])[CH3:15])[CH:13]=2)=[CH:4][CH:3]=1. (2) Given the reactants C1(C=CC=C(O)C=1)O.[CH:9]1[C:21]2[NH:20][C:19]3[C:14](=[CH:15][CH:16]=[CH:17][CH:18]=3)[C:13]=2[CH:12]=[CH:11][CH:10]=1.C(Cl)(=O)C1C=CC(C(Cl)=O)=CC=1, predict the reaction product. The product is: [CH:18]1[C:19]2[NH:20][C:21]3[C:13](=[CH:12][CH:11]=[CH:10][CH:9]=3)[C:14]=2[CH:15]=[CH:16][CH:17]=1. (3) Given the reactants BrC1C=CN=C2NC=CC=12.[H-].[Na+].C([Si](C(C)C)(C(C)C)Cl)(C)C.Br[C:25]1[CH:30]=[CH:29][N:28]=[C:27]2[N:31]([Si:34]([CH:41]([CH3:43])[CH3:42])([CH:38]([CH3:40])[CH3:39])[CH:35]([CH3:37])[CH3:36])[CH:32]=[CH:33][C:26]=12.C([Li])CCC.[B:49](OC)([O:52]C)[O:50]C, predict the reaction product. The product is: [CH:41]([Si:34]([CH:35]([CH3:36])[CH3:37])([CH:38]([CH3:39])[CH3:40])[N:31]1[C:27]2=[N:28][CH:29]=[CH:30][C:25]([B:49]([OH:52])[OH:50])=[C:26]2[CH:33]=[CH:32]1)([CH3:42])[CH3:43]. (4) The product is: [C:26]([O:29][CH2:30][CH2:31][O:23][C:18]1[CH:17]=[CH:16][CH:21]=[CH:20][CH:19]=1)(=[O:28])[CH3:27]. Given the reactants ClC1C=CC2N=C(N3CCN(C[C:16]4[CH:17]=[C:18]([OH:23])[CH:19]=[C:20](C)[CH:21]=4)CC3)SC=2C=1.[C:26]([O:29][CH2:30][CH2:31]Br)(=[O:28])[CH3:27].C(=O)([O-])[O-].[Cs+].[Cs+].O, predict the reaction product. (5) The product is: [OH:22][C:19]1[CH:20]=[CH:21][C:16]([CH2:15][CH2:14][NH:13][C:9]2[N:8]=[C:7]([CH3:23])[C:6]([C:4]([OH:5])=[O:3])=[C:11]([CH3:12])[N:10]=2)=[CH:17][CH:18]=1. Given the reactants C([O:3][C:4]([C:6]1[C:7]([CH3:23])=[N:8][C:9]([NH:13][CH2:14][CH2:15][C:16]2[CH:21]=[CH:20][C:19]([OH:22])=[CH:18][CH:17]=2)=[N:10][C:11]=1[CH3:12])=[O:5])C.O.[OH-].[Li+], predict the reaction product.